Dataset: Forward reaction prediction with 1.9M reactions from USPTO patents (1976-2016). Task: Predict the product of the given reaction. (1) Given the reactants [CH3:1][C:2]1([CH3:40])[CH2:10][C@H:9]([NH:11][C:12]2[C:17]([C:18]#[N:19])=[CH:16][N:15]=[C:14]([NH:20][C:21]3[CH:26]=[C:25]([N:27]4[C:31](=[O:32])[N:30]([CH3:33])[N:29]=[N:28]4)[C:24]([O:34][CH2:35][C@H:36]([OH:38])[CH3:37])=[CH:23][C:22]=3[F:39])[N:13]=2)[CH2:8][C@H:7]2[N:3]1[CH2:4][CH2:5][CH2:6]2.[CH:41]([O-:43])=[O:42], predict the reaction product. The product is: [CH:41]([OH:43])=[O:42].[CH3:40][C:2]1([CH3:1])[CH2:10][C@H:9]([NH:11][C:12]2[C:17]([C:18]#[N:19])=[CH:16][N:15]=[C:14]([NH:20][C:21]3[CH:26]=[C:25]([N:27]4[C:31](=[O:32])[N:30]([CH3:33])[N:29]=[N:28]4)[C:24]([O:34][CH2:35][C@H:36]([OH:38])[CH3:37])=[CH:23][C:22]=3[F:39])[N:13]=2)[CH2:8][C@H:7]2[N:3]1[CH2:4][CH2:5][CH2:6]2. (2) The product is: [Br:1][CH2:2][C:3]([NH:8][CH2:7][CH2:7][NH:8][C:3](=[O:5])[CH2:2][Br:1])=[O:5]. Given the reactants [Br:1][CH2:2][C:3]([OH:5])=O.N=[C:7]=[NH:8], predict the reaction product. (3) The product is: [C:1]([C:3]([C:19]#[N:20])([CH2:13][CH2:14][C:15]([F:18])([F:17])[F:16])[CH2:4][CH2:5][CH:6]1[CH2:7][CH2:8][C:9]([C:21]#[CH:22])([OH:12])[CH2:10][CH2:11]1)#[N:2]. Given the reactants [C:1]([C:3]([C:19]#[N:20])([CH2:13][CH2:14][C:15]([F:18])([F:17])[F:16])[CH2:4][CH2:5][CH:6]1[CH2:11][CH2:10][C:9](=[O:12])[CH2:8][CH2:7]1)#[N:2].[C:21]([Mg]Br)#[CH:22].Cl, predict the reaction product. (4) The product is: [ClH:44].[C:1]([N:9]1[CH2:10][CH2:11][CH:12]([NH:15][C@H:16]([CH2:37][C:38]2[CH:39]=[CH:40][C:41]([Cl:44])=[CH:42][CH:43]=2)[C:17]([N:19]2[CH2:20][CH2:21][C:22]([CH:31]3[CH2:36][CH2:35][CH2:34][CH2:33][CH2:32]3)([CH2:25][N:26]3[CH:30]=[N:29][CH:28]=[N:27]3)[CH2:23][CH2:24]2)=[O:18])[CH2:13][CH2:14]1)(=[O:8])[C:2]1[CH:7]=[CH:6][CH:5]=[CH:4][CH:3]=1. Given the reactants [C:1]([N:9]1[CH2:14][CH2:13][CH:12]([NH:15][C@H:16]([CH2:37][C:38]2[CH:43]=[CH:42][C:41]([Cl:44])=[CH:40][CH:39]=2)[C:17]([N:19]2[CH2:24][CH2:23][C:22]([CH:31]3[CH2:36][CH2:35][CH2:34][CH2:33][CH2:32]3)([CH2:25][N:26]3[CH:30]=[N:29][CH:28]=[N:27]3)[CH2:21][CH2:20]2)=[O:18])[CH2:11][CH2:10]1)(=[O:8])[C:2]1[CH:7]=[CH:6][CH:5]=[CH:4][CH:3]=1.Cl, predict the reaction product. (5) Given the reactants [F:1][C:2]1[CH:10]=[C:9]2[C:5]([C:6]([CH2:11][C:12]#[N:13])=[CH:7][NH:8]2)=[CH:4][CH:3]=1.[CH3:14][C:15]([O:18][C:19](O[C:19]([O:18][C:15]([CH3:17])([CH3:16])[CH3:14])=[O:20])=[O:20])([CH3:17])[CH3:16], predict the reaction product. The product is: [F:1][C:2]1[CH:10]=[C:9]2[C:5]([C:6]([CH2:11][C:12]#[N:13])=[CH:7][N:8]2[C:19]([O:18][C:15]([CH3:17])([CH3:16])[CH3:14])=[O:20])=[CH:4][CH:3]=1.